This data is from Reaction yield outcomes from USPTO patents with 853,638 reactions. The task is: Predict the reaction yield, written as a fraction of the theoretical maximum amount of product (1.0 means a 100% yield; for example, 0.34 means a 34% yield). (1) The reactants are [NH2:1][C@:2]12[CH2:37][CH2:36][C@@H:35]([C:38]([CH3:40])=[CH2:39])[C@@H:3]1[C@@H:4]1[C@@:17]([CH3:20])([CH2:18][CH2:19]2)[C@@:16]2([CH3:21])[C@@H:7]([C@:8]3([CH3:34])[C@@H:13]([CH2:14][CH2:15]2)[C:12]([CH3:23])([CH3:22])[C:11]([C:24]2[CH:33]=[CH:32][C:27]([C:28]([O:30][CH3:31])=[O:29])=[CH:26][CH:25]=2)=[CH:10][CH2:9]3)[CH2:6][CH2:5]1.C(N(CC)C(C)C)(C)C.CN(C(ON1N=NC2C=CC=NC1=2)=[N+](C)C)C.F[P-](F)(F)(F)(F)F.[C:74]([O:78][C:79]([NH:81][C:82]1([C:85](O)=[O:86])[CH2:84][CH2:83]1)=[O:80])([CH3:77])([CH3:76])[CH3:75]. The catalyst is C(Cl)Cl. The product is [C:74]([O:78][C:79]([NH:81][C:82]1([C:85]([NH:1][C@:2]23[CH2:37][CH2:36][C@@H:35]([C:38]([CH3:40])=[CH2:39])[C@@H:3]2[C@@H:4]2[C@@:17]([CH3:20])([CH2:18][CH2:19]3)[C@@:16]3([CH3:21])[C@@H:7]([C@:8]4([CH3:34])[C@@H:13]([CH2:14][CH2:15]3)[C:12]([CH3:22])([CH3:23])[C:11]([C:24]3[CH:25]=[CH:26][C:27]([C:28]([O:30][CH3:31])=[O:29])=[CH:32][CH:33]=3)=[CH:10][CH2:9]4)[CH2:6][CH2:5]2)=[O:86])[CH2:84][CH2:83]1)=[O:80])([CH3:77])([CH3:76])[CH3:75]. The yield is 0.556. (2) The reactants are [CH3:1][C:2]1[CH:7]=[CH:6][C:5]([S:8]([NH:11][C:12]2[CH:13]=[CH:14][CH:15]=[C:16]3[C:20]=2[NH:19][C:18]([C:21](O)=[O:22])=[CH:17]3)(=[O:10])=[O:9])=[CH:4][CH:3]=1.C[N:25](C)C=O.Cl.CN(C)CCCN=C=NCC. The catalyst is C(OCC)(=O)C. The product is [CH3:1][C:2]1[CH:7]=[CH:6][C:5]([S:8]([NH:11][C:12]2[CH:13]=[CH:14][CH:15]=[C:16]3[C:20]=2[NH:19][C:18]([C:21]([NH2:25])=[O:22])=[CH:17]3)(=[O:10])=[O:9])=[CH:4][CH:3]=1. The yield is 0.660. (3) The yield is 0.923. The reactants are [NH2:1][CH:2]1[CH2:15][C:4]2([CH2:7][N:6]([C:8]([O:10][C:11]([CH3:14])([CH3:13])[CH3:12])=[O:9])[CH2:5]2)[CH2:3]1.[Cl:16][C:17]1[N:22]=[C:21](Cl)[C:20]([F:24])=[CH:19][N:18]=1.C([O-])([O-])=O.[K+].[K+]. The product is [Cl:16][C:17]1[N:22]=[C:21]([NH:1][CH:2]2[CH2:3][C:4]3([CH2:7][N:6]([C:8]([O:10][C:11]([CH3:12])([CH3:14])[CH3:13])=[O:9])[CH2:5]3)[CH2:15]2)[C:20]([F:24])=[CH:19][N:18]=1. The catalyst is CN(C=O)C. (4) The reactants are [NH2:1][C:2]1[CH:7]=[CH:6][CH:5]=[CH:4][C:3]=1/[CH:8]=[CH:9]/[C:10]([O:12][CH3:13])=[O:11].C(=O)([O-])[O-].[K+].[K+].Br[CH2:21][C:22]1[CH:27]=[CH:26][CH:25]=[C:24]([C:28]([F:31])([F:30])[F:29])[CH:23]=1. The catalyst is CN(C)C=O. The product is [F:29][C:28]([F:30])([F:31])[C:24]1[CH:23]=[C:22]([CH:27]=[CH:26][CH:25]=1)[CH2:21][NH:1][C:2]1[CH:7]=[CH:6][CH:5]=[CH:4][C:3]=1/[CH:8]=[CH:9]/[C:10]([O:12][CH3:13])=[O:11]. The yield is 0.570. (5) The reactants are [C:1]([NH:9][NH:10][C:11](=O)[C:12]([O:14][CH2:15][CH3:16])=[O:13])(=O)[C:2]1[CH:7]=[CH:6][CH:5]=[CH:4][CH:3]=1.C1COCC1.COC1C=CC(P2(SP(C3C=CC(OC)=CC=3)(=S)S2)=[S:32])=CC=1. No catalyst specified. The product is [C:2]1([C:1]2[S:32][C:11]([C:12]([O:14][CH2:15][CH3:16])=[O:13])=[N:10][N:9]=2)[CH:7]=[CH:6][CH:5]=[CH:4][CH:3]=1. The yield is 0.350. (6) The reactants are [CH3:1][N:2]1[CH2:7][CH2:6][CH2:5][CH2:4][CH2:3]1.[O:8](C)[S:9]([C:12]([F:15])([F:14])[F:13])(=[O:11])=[O:10]. The catalyst is CCCCCC. The product is [F:13][C:12]([F:15])([F:14])[S:9]([O-:11])(=[O:10])=[O:8].[CH3:1][N+:2]1([CH3:12])[CH2:7][CH2:6][CH2:5][CH2:4][CH2:3]1. The yield is 0.958.